From a dataset of NCI-60 drug combinations with 297,098 pairs across 59 cell lines. Regression. Given two drug SMILES strings and cell line genomic features, predict the synergy score measuring deviation from expected non-interaction effect. (1) Drug 1: CC1=C(C(CCC1)(C)C)C=CC(=CC=CC(=CC(=O)O)C)C. Drug 2: C(CC(=O)O)C(=O)CN.Cl. Cell line: MCF7. Synergy scores: CSS=10.2, Synergy_ZIP=-4.28, Synergy_Bliss=1.56, Synergy_Loewe=0.389, Synergy_HSA=1.70. (2) Drug 2: CC1CCC2CC(C(=CC=CC=CC(CC(C(=O)C(C(C(=CC(C(=O)CC(OC(=O)C3CCCCN3C(=O)C(=O)C1(O2)O)C(C)CC4CCC(C(C4)OC)O)C)C)O)OC)C)C)C)OC. Cell line: HCT116. Drug 1: CCCS(=O)(=O)NC1=C(C(=C(C=C1)F)C(=O)C2=CNC3=C2C=C(C=N3)C4=CC=C(C=C4)Cl)F. Synergy scores: CSS=26.6, Synergy_ZIP=-2.79, Synergy_Bliss=6.32, Synergy_Loewe=-11.3, Synergy_HSA=4.85. (3) Drug 1: C1=CC(=CC=C1C#N)C(C2=CC=C(C=C2)C#N)N3C=NC=N3. Drug 2: CC1CCC2CC(C(=CC=CC=CC(CC(C(=O)C(C(C(=CC(C(=O)CC(OC(=O)C3CCCCN3C(=O)C(=O)C1(O2)O)C(C)CC4CCC(C(C4)OC)O)C)C)O)OC)C)C)C)OC. Cell line: LOX IMVI. Synergy scores: CSS=-0.745, Synergy_ZIP=2.85, Synergy_Bliss=2.42, Synergy_Loewe=-2.04, Synergy_HSA=-3.47.